This data is from Full USPTO retrosynthesis dataset with 1.9M reactions from patents (1976-2016). The task is: Predict the reactants needed to synthesize the given product. (1) The reactants are: FC1C(O[C:9]([C:11]2[CH:12]=[C:13]3[C:17](=[CH:18][CH:19]=2)[NH:16][C:15](=[O:20])[C:14]3=[N:21][NH:22][C:23]2[CH:28]=[CH:27][C:26]([S:29](=[O:32])(=[O:31])[NH2:30])=[CH:25][CH:24]=2)=[O:10])=C(F)C(F)=C(F)C=1F.[OH:37][CH2:38][C:39]([CH3:43])([CH3:42])[CH2:40][NH2:41]. Given the product [OH:37][CH2:38][C:39]([CH3:43])([CH3:42])[CH2:40][NH:41][C:9]([C:11]1[CH:12]=[C:13]2[C:17](=[CH:18][CH:19]=1)[NH:16][C:15](=[O:20])[C:14]2=[N:21][NH:22][C:23]1[CH:28]=[CH:27][C:26]([S:29](=[O:32])(=[O:31])[NH2:30])=[CH:25][CH:24]=1)=[O:10], predict the reactants needed to synthesize it. (2) Given the product [Br:2][C:3]1[CH:4]=[C:5]([C:9](=[C:38]2[C:39]3[CH2:40][CH2:41][CH2:42][CH2:43][C:44]=3[C:36](=[O:46])[O:37]2)[CH3:10])[CH:6]=[CH:7][CH:8]=1, predict the reactants needed to synthesize it. The reactants are: [Br-].[Br:2][C:3]1[CH:4]=[C:5]([CH:9]([P+](C2C=CC=CC=2)(C2C=CC=CC=2)C2C=CC=CC=2)[CH3:10])[CH:6]=[CH:7][CH:8]=1.CC(C)([O-])C.[K+].[C:36]1(=[O:46])[C:44]2[CH2:43][CH2:42][CH2:41][CH2:40][C:39]=2[C:38](=O)[O:37]1. (3) Given the product [CH2:23]([N:25]([CH2:26][CH3:27])[C:3](=[O:5])[CH:2]([OH:1])[C:6]1[CH:11]=[CH:10][CH:9]=[CH:8][CH:7]=1)[CH3:24], predict the reactants needed to synthesize it. The reactants are: [OH:1][CH:2]([C:6]1[CH:11]=[CH:10][CH:9]=[CH:8][CH:7]=1)[C:3]([OH:5])=O.C[Si](Cl)(C)C.C(Cl)(=O)C(Cl)=O.[CH2:23]([NH:25][CH2:26][CH3:27])[CH3:24].C(O)(=O)CC(CC(O)=O)(C(O)=O)O.